Dataset: Peptide-MHC class II binding affinity with 134,281 pairs from IEDB. Task: Regression. Given a peptide amino acid sequence and an MHC pseudo amino acid sequence, predict their binding affinity value. This is MHC class II binding data. (1) The peptide sequence is EMKYFAATQFEPLAA. The MHC is HLA-DQA10301-DQB10302 with pseudo-sequence HLA-DQA10301-DQB10302. The binding affinity (normalized) is 0.451. (2) The peptide sequence is RVYCDPCRAGFETNV. The MHC is DRB1_0802 with pseudo-sequence DRB1_0802. The binding affinity (normalized) is 0. (3) The peptide sequence is FIFFLLLAGRSCSDG. The MHC is H-2-IAb with pseudo-sequence H-2-IAb. The binding affinity (normalized) is 0. (4) The peptide sequence is VDIKPKDSDEFIPMK. The MHC is DRB3_0202 with pseudo-sequence DRB3_0202. The binding affinity (normalized) is 0.0405. (5) The peptide sequence is AYGIPKVPPGPNITA. The MHC is DRB1_1001 with pseudo-sequence DRB1_1001. The binding affinity (normalized) is 0.161. (6) The peptide sequence is DIYNYMEPYVSKVDP. The MHC is HLA-DQA10102-DQB10602 with pseudo-sequence HLA-DQA10102-DQB10602. The binding affinity (normalized) is 0.131. (7) The peptide sequence is WKTWGKNLVFSPGRK. The MHC is DRB1_0404 with pseudo-sequence DRB1_0404. The binding affinity (normalized) is 0. (8) The peptide sequence is SIYGAKFADENFIKK. The MHC is DRB1_1302 with pseudo-sequence DRB1_1302. The binding affinity (normalized) is 0.307. (9) The peptide sequence is MGDDHFWAVRGGGGE. The MHC is DRB1_1001 with pseudo-sequence DRB1_1001. The binding affinity (normalized) is 0.441.